From a dataset of Catalyst prediction with 721,799 reactions and 888 catalyst types from USPTO. Predict which catalyst facilitates the given reaction. (1) Reactant: C([O:8][N:9]1[C:13](=[O:14])[CH2:12][CH:11]([CH3:15])[C:10]1=[O:16])C1C=CC=CC=1.CO. Product: [OH:8][N:9]1[C:13](=[O:14])[CH2:12][CH:11]([CH3:15])[C:10]1=[O:16]. The catalyst class is: 99. (2) Reactant: [CH2:1]1[C:4]2([CH2:7][CH:6]([NH2:8])[CH2:5]2)[CH2:3][S:2]1(=[O:10])=[O:9].[Cl:11][C:12]1[CH:17]=[CH:16][C:15](F)=[C:14]([N+:19]([O-:21])=[O:20])[CH:13]=1.C(=O)([O-])[O-].[K+].[K+].C(N(CC)CC)C. Product: [Cl:11][C:12]1[CH:17]=[CH:16][C:15]([NH:8][CH:6]2[CH2:7][C:4]3([CH2:3][S:2](=[O:10])(=[O:9])[CH2:1]3)[CH2:5]2)=[C:14]([N+:19]([O-:21])=[O:20])[CH:13]=1. The catalyst class is: 35. (3) Reactant: [CH2:1]1[CH2:12][C:11]2[C:6](=[CH:7][CH:8]=[CH:9][CH:10]=2)[C:4](=[O:5])[CH2:3][CH2:2]1.[N+:13]([O-])([O-:15])=[O:14].[K+]. Product: [N+:13]([C:8]1[CH:9]=[CH:10][C:11]2[CH2:12][CH2:1][CH2:2][CH2:3][C:4](=[O:5])[C:6]=2[CH:7]=1)([O-:15])=[O:14]. The catalyst class is: 82.